The task is: Regression. Given a peptide amino acid sequence and an MHC pseudo amino acid sequence, predict their binding affinity value. This is MHC class II binding data.. This data is from Peptide-MHC class II binding affinity with 134,281 pairs from IEDB. (1) The peptide sequence is IRNPLSRNSTHEMYY. The MHC is DRB1_0404 with pseudo-sequence DRB1_0404. The binding affinity (normalized) is 0.600. (2) The peptide sequence is GELQIPDKIDAAFKI. The MHC is DRB1_1501 with pseudo-sequence DRB1_1501. The binding affinity (normalized) is 0.415. (3) The peptide sequence is VKPLYIITPTNVSHI. The MHC is HLA-DPA10201-DPB10101 with pseudo-sequence HLA-DPA10201-DPB10101. The binding affinity (normalized) is 0.514. (4) The peptide sequence is GWYDWQQVPFCSNHFTEL. The MHC is DRB1_0405 with pseudo-sequence DRB1_0405. The binding affinity (normalized) is 0.0618. (5) The peptide sequence is CTNFKTQLVLSSMVN. The MHC is DRB1_1302 with pseudo-sequence DRB1_1302. The binding affinity (normalized) is 0.381. (6) The peptide sequence is SVGTGNCTTNILEAK. The MHC is HLA-DQA10103-DQB10603 with pseudo-sequence HLA-DQA10103-DQB10603. The binding affinity (normalized) is 0.402. (7) The peptide sequence is CGIYLFNWAVKTKLKLTPLP. The MHC is DRB1_0301 with pseudo-sequence DRB1_0301. The binding affinity (normalized) is 0.529. (8) The peptide sequence is GAGAAPLSWSKEIYN. The MHC is HLA-DQA10104-DQB10503 with pseudo-sequence HLA-DQA10104-DQB10503. The binding affinity (normalized) is 0.0608. (9) The peptide sequence is EREKSAAIDGEYRLK. The MHC is DRB5_0101 with pseudo-sequence DRB5_0101. The binding affinity (normalized) is 0.0974. (10) The peptide sequence is EKKYFAATQFEPTAA. The MHC is HLA-DPA10103-DPB10601 with pseudo-sequence HLA-DPA10103-DPB10601. The binding affinity (normalized) is 0.709.